The task is: Predict which catalyst facilitates the given reaction.. This data is from Catalyst prediction with 721,799 reactions and 888 catalyst types from USPTO. Reactant: [Cl:1][C:2]1[CH:3]=[C:4]([N:9]2[C:14](=[O:15])[CH:13]=[C:12]([O:16][CH:17]3[CH2:22][CH2:21][N:20]([C:23]4[N:28]=[CH:27][C:26]([CH2:29][CH2:30][CH3:31])=[CH:25][N:24]=4)[CH2:19][CH2:18]3)[C:11](C(O)=O)=[N:10]2)[CH:5]=[CH:6][C:7]=1[Cl:8].C([O-])([O-])=O.[K+].[K+]. Product: [Cl:1][C:2]1[CH:3]=[C:4]([N:9]2[C:14](=[O:15])[CH:13]=[C:12]([O:16][CH:17]3[CH2:22][CH2:21][N:20]([C:23]4[N:24]=[CH:25][C:26]([CH2:29][CH2:30][CH3:31])=[CH:27][N:28]=4)[CH2:19][CH2:18]3)[CH:11]=[N:10]2)[CH:5]=[CH:6][C:7]=1[Cl:8]. The catalyst class is: 37.